This data is from NCI-60 drug combinations with 297,098 pairs across 59 cell lines. The task is: Regression. Given two drug SMILES strings and cell line genomic features, predict the synergy score measuring deviation from expected non-interaction effect. Drug 1: C1=C(C(=O)NC(=O)N1)F. Drug 2: CC1C(C(CC(O1)OC2CC(OC(C2O)C)OC3=CC4=CC5=C(C(=O)C(C(C5)C(C(=O)C(C(C)O)O)OC)OC6CC(C(C(O6)C)O)OC7CC(C(C(O7)C)O)OC8CC(C(C(O8)C)O)(C)O)C(=C4C(=C3C)O)O)O)O. Cell line: TK-10. Synergy scores: CSS=29.5, Synergy_ZIP=3.95, Synergy_Bliss=3.67, Synergy_Loewe=3.54, Synergy_HSA=3.69.